Dataset: Full USPTO retrosynthesis dataset with 1.9M reactions from patents (1976-2016). Task: Predict the reactants needed to synthesize the given product. (1) Given the product [N:5]([CH2:13][C:11]([CH3:14])([OH:12])[CH2:10][Cl:9])=[N+:6]=[N-:7], predict the reactants needed to synthesize it. The reactants are: C(O)(=O)C.[N-:5]=[N+:6]=[N-:7].[Na+].[Cl:9][CH2:10][C:11]1([CH3:14])[CH2:13][O:12]1. (2) Given the product [Cl:11][C:4]1[C:5]([CH3:10])=[C:6]([Cl:9])[C:7]2[O:8][CH2:13][C:14](=[O:15])[NH:1][C:2]=2[CH:3]=1, predict the reactants needed to synthesize it. The reactants are: [NH2:1][C:2]1[C:7]([OH:8])=[C:6]([Cl:9])[C:5]([CH3:10])=[C:4]([Cl:11])[CH:3]=1.Cl[CH2:13][C:14](Cl)=[O:15].C([O-])([O-])=O.[K+].[K+]. (3) Given the product [CH:1]1([CH2:6][C:7]([N:11]([CH3:10])[C@H:12]2[CH2:31][N:16]3[C:17]4[C:22]([C:23]([CH2:24][C:25]([OH:27])=[O:26])=[C:15]3[CH2:14][CH2:13]2)=[CH:21][CH:20]=[CH:19][CH:18]=4)=[O:9])[CH2:2][CH2:3][CH2:4][CH2:5]1, predict the reactants needed to synthesize it. The reactants are: [CH:1]1([CH2:6][C:7]([OH:9])=O)[CH2:5][CH2:4][CH2:3][CH2:2]1.[CH3:10][NH:11][C@H:12]1[CH2:31][N:16]2[C:17]3[C:22]([C:23]([CH2:24][C:25]([O:27]CCC)=[O:26])=[C:15]2[CH2:14][CH2:13]1)=[CH:21][CH:20]=[CH:19][CH:18]=3.